This data is from Full USPTO retrosynthesis dataset with 1.9M reactions from patents (1976-2016). The task is: Predict the reactants needed to synthesize the given product. Given the product [CH2:21]([O:20][C:18](=[O:19])[NH:9][CH2:8][CH2:7][C:5]1[O:6][C:2]([CH3:1])=[CH:3][CH:4]=1)[CH3:22], predict the reactants needed to synthesize it. The reactants are: [CH3:1][C:2]1[O:6][C:5]([CH2:7][CH2:8][NH2:9])=[CH:4][CH:3]=1.C(N(CC)CC)C.Cl[C:18]([O:20][CH2:21][CH3:22])=[O:19].O.